From a dataset of NCI-60 drug combinations with 297,098 pairs across 59 cell lines. Regression. Given two drug SMILES strings and cell line genomic features, predict the synergy score measuring deviation from expected non-interaction effect. (1) Drug 1: CCC(=C(C1=CC=CC=C1)C2=CC=C(C=C2)OCCN(C)C)C3=CC=CC=C3.C(C(=O)O)C(CC(=O)O)(C(=O)O)O. Drug 2: C1C(C(OC1N2C=NC3=C2NC=NCC3O)CO)O. Cell line: SF-295. Synergy scores: CSS=-1.22, Synergy_ZIP=-0.304, Synergy_Bliss=-3.07, Synergy_Loewe=-2.06, Synergy_HSA=-3.67. (2) Drug 2: C1C(C(OC1N2C=NC(=NC2=O)N)CO)O. Cell line: SK-MEL-28. Drug 1: C1=CC(=CC=C1CCC2=CNC3=C2C(=O)NC(=N3)N)C(=O)NC(CCC(=O)O)C(=O)O. Synergy scores: CSS=15.9, Synergy_ZIP=-2.29, Synergy_Bliss=1.76, Synergy_Loewe=-0.640, Synergy_HSA=0.517. (3) Drug 1: CC1=C(C(=CC=C1)Cl)NC(=O)C2=CN=C(S2)NC3=CC(=NC(=N3)C)N4CCN(CC4)CCO. Drug 2: C1CN(P(=O)(OC1)NCCCl)CCCl. Cell line: A549. Synergy scores: CSS=6.24, Synergy_ZIP=-2.90, Synergy_Bliss=-1.96, Synergy_Loewe=-70.5, Synergy_HSA=-4.04. (4) Drug 1: C1CCN(CC1)CCOC2=CC=C(C=C2)C(=O)C3=C(SC4=C3C=CC(=C4)O)C5=CC=C(C=C5)O. Drug 2: CC1=CC2C(CCC3(C2CCC3(C(=O)C)OC(=O)C)C)C4(C1=CC(=O)CC4)C. Cell line: OVCAR3. Synergy scores: CSS=-13.6, Synergy_ZIP=2.12, Synergy_Bliss=-7.02, Synergy_Loewe=-14.3, Synergy_HSA=-12.0.